Dataset: Full USPTO retrosynthesis dataset with 1.9M reactions from patents (1976-2016). Task: Predict the reactants needed to synthesize the given product. (1) Given the product [Br:15][CH2:16][CH2:17][CH2:18][O:1][C:2]1[CH:3]=[CH:4][C:5]2[C:10](=[O:11])[O:9][C:8]([CH3:12])([CH3:13])[O:7][C:6]=2[CH:14]=1, predict the reactants needed to synthesize it. The reactants are: [OH:1][C:2]1[CH:3]=[CH:4][C:5]2[C:10](=[O:11])[O:9][C:8]([CH3:13])([CH3:12])[O:7][C:6]=2[CH:14]=1.[Br:15][CH2:16][CH2:17][CH2:18]Br.C([O-])([O-])=O.[K+].[K+]. (2) Given the product [CH3:1][O:2][C:3](=[O:26])[CH2:4][C:5]1[C:14]([CH3:15])=[C:13]([C:28]2[CH:29]=[CH:30][C:31]([S:34](=[O:35])(=[O:36])[NH:37][CH2:38][CH2:39][OH:40])=[CH:32][CH:33]=2)[C:12]2[C:7](=[CH:8][CH:9]=[C:10]([F:25])[CH:11]=2)[CH:6]=1, predict the reactants needed to synthesize it. The reactants are: [CH3:1][O:2][C:3](=[O:26])[CH2:4][C:5]1[C:14]([CH3:15])=[C:13](B2OC(C)(C)C(C)(C)O2)[C:12]2[C:7](=[CH:8][CH:9]=[C:10]([F:25])[CH:11]=2)[CH:6]=1.Br[C:28]1[CH:33]=[CH:32][C:31]([S:34]([NH:37][CH2:38][CH2:39][OH:40])(=[O:36])=[O:35])=[CH:30][CH:29]=1.C(=O)([O-])[O-].[Na+].[Na+].O. (3) Given the product [CH3:20][C:21]1[C:22]([C:27]([N:7]([CH2:8][C:9]2[C:18]3[C:13](=[CH:14][CH:15]=[CH:16][CH:17]=3)[NH:12][C:11](=[O:19])[CH:10]=2)[C:1]2[CH:2]=[CH:3][CH:4]=[CH:5][CH:6]=2)=[O:28])=[N:23][CH:24]=[CH:25][CH:26]=1, predict the reactants needed to synthesize it. The reactants are: [C:1]1([NH:7][CH2:8][C:9]2[C:18]3[C:13](=[CH:14][CH:15]=[CH:16][CH:17]=3)[NH:12][C:11](=[O:19])[CH:10]=2)[CH:6]=[CH:5][CH:4]=[CH:3][CH:2]=1.[CH3:20][C:21]1[C:22]([C:27](O)=[O:28])=[N:23][CH:24]=[CH:25][CH:26]=1. (4) Given the product [CH3:1][N:2]1[C:10]2[CH:9]=[C:8]([C:11]3[CH:16]=[CH:15][C:14]([O:17][CH2:18][CH2:19][CH:20]4[CH2:21][CH2:22][N:23]([S:40]([CH3:39])(=[O:42])=[O:41])[CH2:24][CH2:25]4)=[C:13]([C:26]([F:29])([F:28])[F:27])[CH:12]=3)[N:7]=[C:6]([C:30]#[N:31])[C:5]=2[N:4]=[N:3]1, predict the reactants needed to synthesize it. The reactants are: [CH3:1][N:2]1[C:10]2[CH:9]=[C:8]([C:11]3[CH:16]=[CH:15][C:14]([O:17][CH2:18][CH2:19][CH:20]4[CH2:25][CH2:24][NH:23][CH2:22][CH2:21]4)=[C:13]([C:26]([F:29])([F:28])[F:27])[CH:12]=3)[N:7]=[C:6]([C:30]#[N:31])[C:5]=2[N:4]=[N:3]1.C(N(CC)CC)C.[CH3:39][S:40](Cl)(=[O:42])=[O:41]. (5) Given the product [F:34][C:31]1[CH:32]=[CH:33][C:28]([C:26]#[C:27][C:14]2[CH:19]=[CH:18][C:17](=[O:20])[N:16]([CH:21]([CH3:22])[CH3:23])[N:15]=2)=[CH:29][CH:30]=1, predict the reactants needed to synthesize it. The reactants are: C(N(CC)CC)C.FC(F)(F)S(O[C:14]1[CH:19]=[CH:18][C:17](=[O:20])[N:16]([CH:21]([CH3:23])[CH3:22])[N:15]=1)(=O)=O.[C:26]([C:28]1[CH:33]=[CH:32][C:31]([F:34])=[CH:30][CH:29]=1)#[CH:27].O.